From a dataset of Peptide-MHC class I binding affinity with 185,985 pairs from IEDB/IMGT. Regression. Given a peptide amino acid sequence and an MHC pseudo amino acid sequence, predict their binding affinity value. This is MHC class I binding data. The peptide sequence is EPEPHILLF. The MHC is HLA-A69:01 with pseudo-sequence HLA-A69:01. The binding affinity (normalized) is 0.181.